From a dataset of Full USPTO retrosynthesis dataset with 1.9M reactions from patents (1976-2016). Predict the reactants needed to synthesize the given product. (1) Given the product [F:20][C:21]1[CH:31]=[CH:30][CH:29]=[CH:28][C:22]=1[C:23]([NH:25][C:26](=[S:27])[NH:1][C:2]1[S:12][C:5]2[CH2:6][O:7][C:8]([CH3:11])([CH3:10])[CH2:9][C:4]=2[C:3]=1[C:13]([O:15][C:16]([CH3:19])([CH3:18])[CH3:17])=[O:14])=[O:24], predict the reactants needed to synthesize it. The reactants are: [NH2:1][C:2]1[S:12][C:5]2[CH2:6][O:7][C:8]([CH3:11])([CH3:10])[CH2:9][C:4]=2[C:3]=1[C:13]([O:15][C:16]([CH3:19])([CH3:18])[CH3:17])=[O:14].[F:20][C:21]1[CH:31]=[CH:30][CH:29]=[CH:28][C:22]=1[C:23]([N:25]=[C:26]=[S:27])=[O:24]. (2) Given the product [CH2:1]([O:4][C:5]1[CH:14]=[CH:13][C:8]([C:9]([NH:11][OH:12])=[NH:10])=[CH:7][CH:6]=1)[CH:2]=[CH2:3], predict the reactants needed to synthesize it. The reactants are: [CH2:1]([O:4][C:5]1[C:14](C)=[CH:13][C:8]([C:9]([NH:11][OH:12])=[NH:10])=[CH:7][C:6]=1C)[CH:2]=[CH2:3].OC1C=CC(C#N)=CC=1. (3) Given the product [C:16]([C:20]1[CH:21]=[CH:22][C:23](/[C:26](/[C:45]2[NH:46][C:47](=[O:53])[C:48]([O:51][CH3:52])=[CH:49][CH:50]=2)=[CH:27]\[C@H:28]2[CH2:29][CH2:30][C:31](=[O:44])[N:32]2[CH2:33][C:34]2[CH:39]=[CH:38][C:37]([O:40][CH3:41])=[CH:36][C:35]=2[O:42][CH3:43])=[CH:24][CH:25]=1)([CH3:19])([CH3:17])[CH3:18], predict the reactants needed to synthesize it. The reactants are: O.ClC1C(=O)C(C#N)=C(C#N)C(=O)C=1Cl.[C:16]([C:20]1[CH:25]=[CH:24][C:23](/[C:26](/[C:45]2[CH:50]=[CH:49][C:48]([O:51][CH3:52])=[C:47]([O:53]CC3C=CC(OC)=CC=3)[N:46]=2)=[CH:27]\[C@@H:28]2[N:32]([CH2:33][C:34]3[CH:39]=[CH:38][C:37]([O:40][CH3:41])=[CH:36][C:35]=3[O:42][CH3:43])[C:31](=[O:44])[CH2:30][CH2:29]2)=[CH:22][CH:21]=1)([CH3:19])([CH3:18])[CH3:17]. (4) Given the product [CH:2]1([CH2:8][CH2:9][O:10][C:11]2[CH:12]=[C:13]([CH:22]=[CH:23][CH:24]=2)[C:14]([N:16]2[CH2:17][CH2:18][N:19]([C:30]([NH:27][S:38]([CH3:37])(=[O:40])=[O:39])=[O:31])[CH2:20][CH2:21]2)=[O:15])[CH2:7][CH2:6][CH2:5][CH2:4][CH2:3]1, predict the reactants needed to synthesize it. The reactants are: Cl.[CH:2]1([CH2:8][CH2:9][O:10][C:11]2[CH:12]=[C:13]([CH:22]=[CH:23][CH:24]=2)[C:14]([N:16]2[CH2:21][CH2:20][NH:19][CH2:18][CH2:17]2)=[O:15])[CH2:7][CH2:6][CH2:5][CH2:4][CH2:3]1.C1N=C[N:27]([C:30](N2C=NC=C2)=[O:31])C=1.[CH3:37][S:38](N)(=[O:40])=[O:39].C1CCN2C(=NCCC2)CC1.